The task is: Predict the product of the given reaction.. This data is from Forward reaction prediction with 1.9M reactions from USPTO patents (1976-2016). (1) Given the reactants [N-:1]=[N+:2]=[N-:3].[Na+].[CH2:5](Br)[CH2:6][CH2:7][CH2:8][CH2:9][CH2:10][CH2:11][CH3:12], predict the reaction product. The product is: [N:1]([CH2:5][CH2:6][CH2:7][CH2:8][CH2:9][CH2:10][CH2:11][CH3:12])=[N+:2]=[N-:3]. (2) Given the reactants B(Br)(Br)Br.C[O:6][C:7]1[CH:12]=[CH:11][C:10]([N:13]2[C:17]([C:18]3[CH:23]=[CH:22][N:21]=[CH:20][CH:19]=3)=[CH:16][N:15]=[C:14]2[CH3:24])=[CH:9][CH:8]=1.[OH-].[Na+].Cl, predict the reaction product. The product is: [CH3:24][C:14]1[N:13]([C:10]2[CH:11]=[CH:12][C:7]([OH:6])=[CH:8][CH:9]=2)[C:17]([C:18]2[CH:19]=[CH:20][N:21]=[CH:22][CH:23]=2)=[CH:16][N:15]=1. (3) Given the reactants [Si:1]([O:8][CH2:9][C:10]#[C:11][CH2:12]O)([C:4]([CH3:7])([CH3:6])[CH3:5])([CH3:3])[CH3:2].N1C=CN=C1.[I:19]I.C1(P(C2C=CC=CC=2)C2C=CC=CC=2)C=CC=CC=1, predict the reaction product. The product is: [Si:1]([O:8][CH2:9][C:10]#[C:11][CH2:12][I:19])([C:4]([CH3:7])([CH3:6])[CH3:5])([CH3:3])[CH3:2]. (4) Given the reactants [CH2:1]([C:8]1[CH:9]=[C:10]([CH:13]=[CH:14][CH:15]=1)[CH2:11]Cl)[C:2]1[CH:7]=[CH:6][CH:5]=[CH:4][CH:3]=1.Cl.[O:17]=[C:18]1[C:23]([C:24]([O:26][CH3:27])=[O:25])=[CH:22][CH:21]=[CH:20][NH:19]1.[H-].[Na+], predict the reaction product. The product is: [CH2:1]([C:8]1[CH:9]=[C:10]([CH:13]=[CH:14][CH:15]=1)[CH2:11][N:19]1[CH:20]=[CH:21][CH:22]=[C:23]([C:24]([O:26][CH3:27])=[O:25])[C:18]1=[O:17])[C:2]1[CH:7]=[CH:6][CH:5]=[CH:4][CH:3]=1. (5) Given the reactants [OH:1][CH2:2][C:3]1[O:7][N:6]=[C:5]([CH:8]([CH2:21][CH3:22])[CH2:9][C@H:10]([C:18]([O-:20])=[O:19])[C:11]([O:13][C:14]([CH3:17])([CH3:16])[CH3:15])=[O:12])[CH:4]=1.CN(C=O)C.[CH2:28](Br)[C:29]1[CH:34]=[CH:33][CH:32]=[CH:31][CH:30]=1.C(=O)([O-])O.[K+], predict the reaction product. The product is: [OH:1][CH2:2][C:3]1[O:7][N:6]=[C:5]([CH:8]([CH2:21][CH3:22])[CH2:9][C@@H:10]([C:11]([O:13][C:14]([CH3:15])([CH3:16])[CH3:17])=[O:12])[C:18]([O:20][CH2:28][C:29]2[CH:34]=[CH:33][CH:32]=[CH:31][CH:30]=2)=[O:19])[CH:4]=1. (6) Given the reactants [C:1]([C:3]1[CH:8]=[CH:7][CH:6]=[CH:5][C:4]=1[CH2:9][C:10]([O:12][CH3:13])=[O:11])#[CH:2].C(N(CC)CC)C.Cl[C:22]1[C:27]([C:28]([F:31])([F:30])[F:29])=[CH:26][N:25]=[C:24]([NH:32][C:33]2[CH:38]=[CH:37][C:36]([CH:39]3[CH2:44][CH2:43][N:42]([C:45]([O:47][C:48]([CH3:51])([CH3:50])[CH3:49])=[O:46])[CH2:41][CH2:40]3)=[CH:35][CH:34]=2)[N:23]=1.C1(P(C2C=CC=CC=2)C2C=CC=CC=2)C=CC=CC=1, predict the reaction product. The product is: [CH3:13][O:12][C:10](=[O:11])[CH2:9][C:4]1[CH:5]=[CH:6][CH:7]=[CH:8][C:3]=1[C:1]#[C:2][C:26]1[C:27]([C:28]([F:29])([F:30])[F:31])=[CH:22][N:23]=[C:24]([NH:32][C:33]2[CH:38]=[CH:37][C:36]([CH:39]3[CH2:40][CH2:41][N:42]([C:45]([O:47][C:48]([CH3:51])([CH3:50])[CH3:49])=[O:46])[CH2:43][CH2:44]3)=[CH:35][CH:34]=2)[N:25]=1.